From a dataset of Catalyst prediction with 721,799 reactions and 888 catalyst types from USPTO. Predict which catalyst facilitates the given reaction. (1) Reactant: [F:1][C:2]1[CH:3]=[C:4]([N:9]2[C:13]3[CH:14]=[C:15]([F:18])[CH:16]=[CH:17][C:12]=3[N:11]=[C:10]2[C@@H:19]([NH:21][C:22]2[N:30]=[CH:29][N:28]=[C:27]3[C:23]=2[N:24]=[CH:25][N:26]3C2CCCCO2)[CH3:20])[CH:5]=[C:6]([F:8])[CH:7]=1. Product: [F:1][C:2]1[CH:3]=[C:4]([N:9]2[C:13]3[CH:14]=[C:15]([F:18])[CH:16]=[CH:17][C:12]=3[N:11]=[C:10]2[C@@H:19]([NH:21][C:22]2[N:30]=[CH:29][N:28]=[C:27]3[C:23]=2[N:24]=[CH:25][NH:26]3)[CH3:20])[CH:5]=[C:6]([F:8])[CH:7]=1. The catalyst class is: 12. (2) Reactant: [Cl:1][C:2]1[CH:7]=[CH:6][C:5]([CH:8]([C:15]2[C:23]3[C:18](=[C:19]([CH2:24][S:25][CH3:26])[CH:20]=[CH:21][CH:22]=3)[NH:17][CH:16]=2)[CH2:9][C:10](OCC)=[O:11])=[C:4]([F:27])[CH:3]=1.[H-].[Al+3].[Li+].[H-].[H-].[H-].Cl. Product: [Cl:1][C:2]1[CH:7]=[CH:6][C:5]([CH:8]([C:15]2[C:23]3[C:18](=[C:19]([CH2:24][S:25][CH3:26])[CH:20]=[CH:21][CH:22]=3)[NH:17][CH:16]=2)[CH2:9][CH2:10][OH:11])=[C:4]([F:27])[CH:3]=1. The catalyst class is: 7. (3) Reactant: [Cl:1][C:2]1[CH:3]=[CH:4][C:5]([S:13]([C:16]2[CH:21]=[CH:20][C:19]([CH2:22][C@H:23]([NH:25][CH2:26][C@@H:27]([C:29]3[CH:34]=[CH:33][CH:32]=[C:31]([Cl:35])[CH:30]=3)[OH:28])[CH3:24])=[CH:18][CH:17]=2)(=[O:15])=[O:14])=[C:6]([CH:12]=1)[C:7]([O:9]CC)=[O:8].[OH-].[Na+:37].Cl. Product: [Cl:1][C:2]1[CH:3]=[CH:4][C:5]([S:13]([C:16]2[CH:17]=[CH:18][C:19]([CH2:22][C@H:23]([NH:25][CH2:26][C@@H:27]([C:29]3[CH:34]=[CH:33][CH:32]=[C:31]([Cl:35])[CH:30]=3)[OH:28])[CH3:24])=[CH:20][CH:21]=2)(=[O:14])=[O:15])=[C:6]([CH:12]=1)[C:7]([O-:9])=[O:8].[Na+:37]. The catalyst class is: 8. (4) Reactant: [CH3:1][O:2][C:3]1[CH:4]=[C:5]2[C:10](=[CH:11][C:12]=1[O:13][CH3:14])[N:9]=[CH:8][CH:7]=[C:6]2[O:15][C:16]1[CH:22]=[CH:21][C:19]([NH2:20])=[C:18]([O:23][CH3:24])[CH:17]=1.C(N(CC)CC)C.ClC(Cl)(O[C:36](=[O:42])OC(Cl)(Cl)Cl)Cl.[CH3:44][C:45]1[N:46]=[C:47]([CH:51]([NH2:53])[CH3:52])[S:48][C:49]=1[CH3:50]. Product: [CH3:1][O:2][C:3]1[CH:4]=[C:5]2[C:10](=[CH:11][C:12]=1[O:13][CH3:14])[N:9]=[CH:8][CH:7]=[C:6]2[O:15][C:16]1[CH:22]=[CH:21][C:19]([NH:20][C:36]([NH:53][CH:51]([C:47]2[S:48][C:49]([CH3:50])=[C:45]([CH3:44])[N:46]=2)[CH3:52])=[O:42])=[C:18]([O:23][CH3:24])[CH:17]=1. The catalyst class is: 22. (5) Reactant: [NH:1]1[CH2:4][CH:3]([N:5]2[CH:9]=[C:8]([C:10]3[CH:11]=[N:12][C:13]4[C:18]([CH:19]=3)=[CH:17][C:16]([CH2:20][C:21]3[N:25]5[N:26]=[C:27]([CH3:30])[CH:28]=[CH:29][C:24]5=[N:23][N:22]=3)=[CH:15][CH:14]=4)[CH:7]=[N:6]2)[CH2:2]1.[CH:31](=O)[CH3:32].C(O[BH-](OC(=O)C)OC(=O)C)(=O)C.[Na+]. Product: [CH2:31]([N:1]1[CH2:4][CH:3]([N:5]2[CH:9]=[C:8]([C:10]3[CH:11]=[N:12][C:13]4[C:18]([CH:19]=3)=[CH:17][C:16]([CH2:20][C:21]3[N:25]5[N:26]=[C:27]([CH3:30])[CH:28]=[CH:29][C:24]5=[N:23][N:22]=3)=[CH:15][CH:14]=4)[CH:7]=[N:6]2)[CH2:2]1)[CH3:32]. The catalyst class is: 4. (6) Reactant: C([O:5][C:6](=[O:40])[CH2:7][N:8]([CH2:32][C:33]1[CH:38]=[CH:37][CH:36]=[CH:35][C:34]=1[OH:39])[C@@H:9]1[CH2:14][CH2:13][CH2:12][CH2:11][C@H:10]1[N:15]([CH2:24][C:25]([O:27]C(C)(C)C)=[O:26])[CH2:16][C:17]([O:19]C(C)(C)C)=[O:18])(C)(C)C.C([SiH](C(C)C)C(C)C)(C)C.C(S)CCCCCCCCCCC.O. Product: [C:6]([CH2:7][N:8]([CH2:32][C:33]1[CH:38]=[CH:37][CH:36]=[CH:35][C:34]=1[OH:39])[C@@H:9]1[CH2:14][CH2:13][CH2:12][CH2:11][C@H:10]1[N:15]([CH2:24][C:25]([OH:27])=[O:26])[CH2:16][C:17]([OH:19])=[O:18])([OH:40])=[O:5]. The catalyst class is: 55. (7) Reactant: [CH2:1]([C@@:3]1([C:16]([N:18]2[CH2:23][CH2:22][N:21]([C:24]3[CH:29]=[C:28]([C:30]([F:33])([F:32])[F:31])[CH:27]=[CH:26][N:25]=3)[CH2:20][CH2:19]2)=[O:17])[CH2:7][CH2:6][C@H:5]([NH:8]C(=O)OC(C)(C)C)[CH2:4]1)[CH3:2].[ClH:34]. Product: [ClH:34].[ClH:34].[CH2:1]([C@@:3]1([C:16]([N:18]2[CH2:23][CH2:22][N:21]([C:24]3[CH:29]=[C:28]([C:30]([F:33])([F:32])[F:31])[CH:27]=[CH:26][N:25]=3)[CH2:20][CH2:19]2)=[O:17])[CH2:7][CH2:6][C@H:5]([NH2:8])[CH2:4]1)[CH3:2]. The catalyst class is: 12. (8) Reactant: N1C=CC=CC=1.FC(F)(F)C(OC(=O)C(F)(F)F)=O.[F:20][C:21]1[CH:26]=[C:25]([I:27])[CH:24]=[CH:23][C:22]=1[NH:28][C:29]1[CH:37]=[N:36][CH:35]=[C:34]([C:38]2[CH:43]=[CH:42][CH:41]=[CH:40][C:39]=2[F:44])[C:30]=1[C:31]([NH2:33])=O. Product: [F:20][C:21]1[CH:26]=[C:25]([I:27])[CH:24]=[CH:23][C:22]=1[NH:28][C:29]1[CH:37]=[N:36][CH:35]=[C:34]([C:38]2[CH:43]=[CH:42][CH:41]=[CH:40][C:39]=2[F:44])[C:30]=1[C:31]#[N:33]. The catalyst class is: 12. (9) Reactant: [F:1][C:2]([F:19])([F:18])[C:3]1[CH:8]=[CH:7][CH:6]=[CH:5][C:4]=1[C:9]1[CH:17]=[CH:16][C:12]([C:13]([OH:15])=O)=[CH:11][CH:10]=1.C1(P(C2C=CC=CC=2)C2C=CC=CC=2)C=CC=CC=1.ClC(Cl)(Cl)C#N.[NH2:45][C:46](=[N:58]O)[C:47]1[CH:56]=[CH:55][C:50]([C:51]([O:53][CH3:54])=[O:52])=[C:49]([F:57])[CH:48]=1.CCN(C(C)C)C(C)C. Product: [F:57][C:49]1[CH:48]=[C:47]([C:46]2[N:45]=[C:13]([C:12]3[CH:11]=[CH:10][C:9]([C:4]4[CH:5]=[CH:6][CH:7]=[CH:8][C:3]=4[C:2]([F:1])([F:19])[F:18])=[CH:17][CH:16]=3)[O:15][N:58]=2)[CH:56]=[CH:55][C:50]=1[C:51]([O:53][CH3:54])=[O:52]. The catalyst class is: 1.